Dataset: Forward reaction prediction with 1.9M reactions from USPTO patents (1976-2016). Task: Predict the product of the given reaction. (1) Given the reactants C[Si]([C:5]#[C:6][C:7]1[N:12]=[CH:11][C:10]([CH2:13][CH2:14][C:15]([O:17][CH3:18])=[O:16])=[CH:9][CH:8]=1)(C)C.C(=O)([O-])[O-].[K+].[K+], predict the reaction product. The product is: [C:6]([C:7]1[N:12]=[CH:11][C:10]([CH2:13][CH2:14][C:15]([O:17][CH3:18])=[O:16])=[CH:9][CH:8]=1)#[CH:5]. (2) Given the reactants [H-].[Na+].[C:3]1([CH2:9][SH:10])[CH:8]=[CH:7][CH:6]=[CH:5][CH:4]=1.F[C:12]1[CH:17]=[C:16]([C:18]2[S:22][C:21]([C:23]3[CH:28]=[CH:27][C:26]([S:29]([CH3:32])(=[O:31])=[O:30])=[CH:25][CH:24]=3)=[N:20][C:19]=2[C:33]2[CH:38]=[CH:37][CH:36]=[C:35]([CH3:39])[CH:34]=2)[CH:15]=[CH:14][N:13]=1.[OH-].[Na+], predict the reaction product. The product is: [CH2:9]([S:10][C:12]1[CH:17]=[C:16]([C:18]2[S:22][C:21]([C:23]3[CH:24]=[CH:25][C:26]([S:29]([CH3:32])(=[O:30])=[O:31])=[CH:27][CH:28]=3)=[N:20][C:19]=2[C:33]2[CH:38]=[CH:37][CH:36]=[C:35]([CH3:39])[CH:34]=2)[CH:15]=[CH:14][N:13]=1)[C:3]1[CH:8]=[CH:7][CH:6]=[CH:5][CH:4]=1. (3) Given the reactants [OH:1][C:2]1[C:3]([C:15]([O:17]C)=[O:16])=[N:4][N:5]([C:9]2[CH:14]=[CH:13][CH:12]=[CH:11][CH:10]=2)[C:6](=[O:8])[CH:7]=1.Cl, predict the reaction product. The product is: [OH:1][C:2]1[C:3]([C:15]([OH:17])=[O:16])=[N:4][N:5]([C:9]2[CH:14]=[CH:13][CH:12]=[CH:11][CH:10]=2)[C:6](=[O:8])[CH:7]=1. (4) Given the reactants [Cl:1][C:2]1[C:11]2[C:6](=[CH:7][CH:8]=[C:9]([C:12]([C:20]3[N:24]([CH3:25])[CH:23]=[N:22][CH:21]=3)([CH:14]3[CH2:19][CH2:18][NH:17][CH2:16][CH2:15]3)[OH:13])[CH:10]=2)[N:5]=[C:4]([O:26][CH3:27])[C:3]=1[CH2:28][CH:29]1[CH2:34][CH2:33][O:32][CH2:31][CH2:30]1.[C:35](OC(=O)C)(=[O:37])[CH3:36], predict the reaction product. The product is: [Cl:1][C:2]1[C:11]2[C:6](=[CH:7][CH:8]=[C:9]([C:12]([OH:13])([C:20]3[N:24]([CH3:25])[CH:23]=[N:22][CH:21]=3)[CH:14]3[CH2:15][CH2:16][N:17]([C:35](=[O:37])[CH3:36])[CH2:18][CH2:19]3)[CH:10]=2)[N:5]=[C:4]([O:26][CH3:27])[C:3]=1[CH2:28][CH:29]1[CH2:30][CH2:31][O:32][CH2:33][CH2:34]1.